Dataset: Forward reaction prediction with 1.9M reactions from USPTO patents (1976-2016). Task: Predict the product of the given reaction. The product is: [N:12]1([CH2:11][CH2:10][C:5]2[CH:6]=[CH:7][CH:8]=[CH:9][C:4]=2[NH2:1])[CH2:17][CH2:16][O:15][CH2:14][CH2:13]1. Given the reactants [N+:1]([C:4]1[CH:9]=[CH:8][CH:7]=[CH:6][C:5]=1[CH2:10][CH2:11][N:12]1[CH2:17][CH2:16][O:15][CH2:14][CH2:13]1)([O-])=O.[N:12]1([CH2:11][CH2:10][C:5]2[CH:6]=[CH:7][CH:8]=[CH:9][C:4]=2[NH2:1])[CH2:13][CH2:14][O:15][CH2:16][CH2:17]1.[H][H], predict the reaction product.